From a dataset of Reaction yield outcomes from USPTO patents with 853,638 reactions. Predict the reaction yield, written as a fraction of the theoretical maximum amount of product (1.0 means a 100% yield; for example, 0.34 means a 34% yield). (1) The reactants are [N:1]1([C:7]2[CH:19]=[C:18]([C:20]([O:22][CH3:23])=[O:21])[C:10]3[NH:11][C:12]([C:14]([F:17])([F:16])[F:15])=[N:13][C:9]=3[CH:8]=2)[CH2:6][CH2:5][O:4][CH2:3][CH2:2]1.C(=O)([O-])[O-].[K+].[K+].Br[CH2:31][C:32]1[CH:37]=[CH:36][CH:35]=[C:34]([Cl:38])[C:33]=1[Cl:39]. The catalyst is CN(C)C=O. The product is [Cl:39][C:33]1[C:34]([Cl:38])=[CH:35][CH:36]=[CH:37][C:32]=1[CH2:31][N:13]1[C:9]2[CH:8]=[C:7]([N:1]3[CH2:6][CH2:5][O:4][CH2:3][CH2:2]3)[CH:19]=[C:18]([C:20]([O:22][CH3:23])=[O:21])[C:10]=2[N:11]=[C:12]1[C:14]([F:17])([F:15])[F:16]. The yield is 0.0605. (2) The reactants are [Cl:1][C:2]1[CH:7]=[CH:6][CH:5]=[C:4]([Cl:8])[C:3]=1[C:9]1[N:26]([CH2:27][C@H:28]2[CH2:33][CH2:32][CH2:31][N:30]([C:34]([O:36][C:37]([CH3:40])([CH3:39])[CH3:38])=[O:35])[CH2:29]2)[C:12]2[N:13]=[C:14](NCC3C=CC=C(O)C=3)[N:15]=[CH:16][C:11]=2[CH:10]=1.[F:41][C:42]1[CH:43]=[C:44]([CH:47]=[CH:48][C:49]=1[F:50])[CH2:45][NH2:46]. No catalyst specified. The product is [Cl:8][C:4]1[CH:5]=[CH:6][CH:7]=[C:2]([Cl:1])[C:3]=1[C:9]1[N:26]([CH2:27][C@@H:28]2[CH2:33][CH2:32][CH2:31][N:30]([C:34]([O:36][C:37]([CH3:40])([CH3:39])[CH3:38])=[O:35])[CH2:29]2)[C:12]2[N:13]=[C:14]([NH:46][CH2:45][C:44]3[CH:47]=[CH:48][C:49]([F:50])=[C:42]([F:41])[CH:43]=3)[N:15]=[CH:16][C:11]=2[CH:10]=1. The yield is 0.430. (3) The yield is 0.990. The catalyst is CN(C=O)C.ON1C2C=CC=CC=2N=N1. The product is [C:27]([O:31][C:32](=[O:35])[CH2:33][NH:34][C:23]([C:10]1[C:9]([O:8][CH2:1][C:2]2[CH:7]=[CH:6][CH:5]=[CH:4][CH:3]=2)=[CH:14][C:13]([O:15][CH2:16][C:17]2[CH:22]=[CH:21][CH:20]=[CH:19][CH:18]=2)=[CH:12][N:11]=1)=[O:24])([CH3:30])([CH3:29])[CH3:28]. The reactants are [CH2:1]([O:8][C:9]1[C:10]([C:23](O)=[O:24])=[N:11][CH:12]=[C:13]([O:15][CH2:16][C:17]2[CH:22]=[CH:21][CH:20]=[CH:19][CH:18]=2)[CH:14]=1)[C:2]1[CH:7]=[CH:6][CH:5]=[CH:4][CH:3]=1.Cl.[C:27]([O:31][C:32](=[O:35])[CH2:33][NH2:34])([CH3:30])([CH3:29])[CH3:28].C(N(C(C)C)CC)(C)C. (4) The yield is 0.820. The reactants are [CH2:1]([O:3][C:4]1[CH:9]=[CH:8][CH:7]=[CH:6][C:5]=1B(O)O)[CH3:2].[F-].[K+].[N+:15]([C:18]1[CH:23]=[C:22]([N+:24]([O-:26])=[O:25])[CH:21]=[CH:20][C:19]=1Br)([O-:17])=[O:16].C(P(C(C)(C)C)C(C)(C)C)(C)(C)C. The product is [CH2:1]([O:3][C:4]1[CH:9]=[CH:8][CH:7]=[CH:6][C:5]=1[C:19]1[CH:20]=[CH:21][C:22]([N+:24]([O-:26])=[O:25])=[CH:23][C:18]=1[N+:15]([O-:17])=[O:16])[CH3:2]. The catalyst is C1COCC1.C1C=CC(/C=C/C(/C=C/C2C=CC=CC=2)=O)=CC=1.C1C=CC(/C=C/C(/C=C/C2C=CC=CC=2)=O)=CC=1.C1C=CC(/C=C/C(/C=C/C2C=CC=CC=2)=O)=CC=1.[Pd].[Pd]. (5) The reactants are C([O:8][C@H:9]([C:35]([F:38])([F:37])[F:36])[C@@H:10]([NH:24][C:25]1[CH:32]=[CH:31][C:28]([C:29]#[N:30])=[C:27]([Cl:33])[C:26]=1[CH3:34])[C:11]1[O:12][C:13]([C:16]2[CH:21]=[CH:20][C:19]([C:22]#[N:23])=[CH:18][CH:17]=2)=[N:14][N:15]=1)C1C=CC=CC=1.B(Br)(Br)Br. The catalyst is C(Cl)Cl. The product is [Cl:33][C:27]1[C:26]([CH3:34])=[C:25]([NH:24][C@@H:10]([C:11]2[O:12][C:13]([C:16]3[CH:17]=[CH:18][C:19]([C:22]#[N:23])=[CH:20][CH:21]=3)=[N:14][N:15]=2)[C@H:9]([OH:8])[C:35]([F:36])([F:37])[F:38])[CH:32]=[CH:31][C:28]=1[C:29]#[N:30]. The yield is 0.530. (6) The catalyst is C1COCC1. The product is [CH3:18][N:4]([CH3:3])[N:5]([CH2:25][C:22]1[S:23][CH:24]=[C:20]([CH3:19])[N:21]=1)[C:6]([C:8]1[CH:9]=[C:10]([CH:15]=[CH:16][CH:17]=1)[C:11]([O:13][CH3:14])=[O:12])=[O:7]. The reactants are [H-].[Na+].[CH3:3][N:4]([CH3:18])[NH:5][C:6]([C:8]1[CH:9]=[C:10]([CH:15]=[CH:16][CH:17]=1)[C:11]([O:13][CH3:14])=[O:12])=[O:7].[CH3:19][C:20]1[N:21]=[C:22]([CH2:25]Br)[S:23][CH:24]=1. The yield is 0.700. (7) The reactants are [CH3:1][O-:2].[Na+].[O:4]1[C:6]2([CH2:11][CH2:10][N:9]([C:12]([O:14][C:15]([CH3:18])([CH3:17])[CH3:16])=[O:13])[CH2:8][CH2:7]2)[CH2:5]1. The catalyst is CO.[Cl-].[NH4+]. The product is [C:15]([O:14][C:12]([N:9]1[CH2:10][CH2:11][C:6]([OH:4])([CH2:5][O:2][CH3:1])[CH2:7][CH2:8]1)=[O:13])([CH3:18])([CH3:17])[CH3:16]. The yield is 0.900. (8) The reactants are CS[C:3]1[N:4]=[N:5][C:6]([C:24]([NH2:26])=[O:25])=[C:7]([NH:9][C:10]2[CH:15]=[CH:14][C:13]([C:16]([N:18]3[CH2:23][CH2:22][O:21][CH2:20][CH2:19]3)=[O:17])=[CH:12][CH:11]=2)[N:8]=1.C1C=C(Cl)C=C(C(OO)=O)C=1.CCN(C(C)C)C(C)C.[NH2:47][C@@H:48]1[CH2:53][CH2:52][CH2:51][N:50]([C:54]([O:56][C:57]([CH3:60])([CH3:59])[CH3:58])=[O:55])[CH2:49]1. The catalyst is CN1C(=O)CCC1.CCOC(C)=O. The product is [C:24]([C:6]1[N:5]=[N:4][C:3]([NH:47][C@@H:48]2[CH2:53][CH2:52][CH2:51][N:50]([C:54]([O:56][C:57]([CH3:60])([CH3:59])[CH3:58])=[O:55])[CH2:49]2)=[N:8][C:7]=1[NH:9][C:10]1[CH:15]=[CH:14][C:13]([C:16]([N:18]2[CH2:23][CH2:22][O:21][CH2:20][CH2:19]2)=[O:17])=[CH:12][CH:11]=1)(=[O:25])[NH2:26]. The yield is 0.870. (9) The reactants are [NH:1]1[CH:5]=[C:4]([C:6]2[C:7]3[CH:14]=[CH:13][N:12]([CH2:15][O:16][CH2:17][CH2:18][Si:19]([CH3:22])([CH3:21])[CH3:20])[C:8]=3[N:9]=[CH:10][N:11]=2)[CH:3]=[N:2]1.[CH3:23][S:24][CH2:25][CH2:26]/[CH:27]=[CH:28]/[C:29]#[N:30].C1CCN2C(=NCCC2)CC1.C(#N)C. No catalyst specified. The product is [CH3:23][S:24][CH2:25][CH2:26][CH:27]([N:1]1[CH:5]=[C:4]([C:6]2[C:7]3[CH:14]=[CH:13][N:12]([CH2:15][O:16][CH2:17][CH2:18][Si:19]([CH3:22])([CH3:21])[CH3:20])[C:8]=3[N:9]=[CH:10][N:11]=2)[CH:3]=[N:2]1)[CH2:28][C:29]#[N:30]. The yield is 0.830.